Dataset: Peptide-MHC class I binding affinity with 185,985 pairs from IEDB/IMGT. Task: Regression. Given a peptide amino acid sequence and an MHC pseudo amino acid sequence, predict their binding affinity value. This is MHC class I binding data. (1) The peptide sequence is FLFPDTRAV. The MHC is HLA-A68:02 with pseudo-sequence HLA-A68:02. The binding affinity (normalized) is 0.462. (2) The peptide sequence is LTFNPNFEI. The MHC is HLA-A32:01 with pseudo-sequence HLA-A32:01. The binding affinity (normalized) is 0.848. (3) The peptide sequence is KIGEVIGPK. The MHC is HLA-A02:03 with pseudo-sequence HLA-A02:03. The binding affinity (normalized) is 0.0847. (4) The peptide sequence is STDDCFANK. The MHC is HLA-B58:01 with pseudo-sequence HLA-B58:01. The binding affinity (normalized) is 0.0847. (5) The peptide sequence is GLYSSTVPV. The MHC is Mamu-A01 with pseudo-sequence Mamu-A01. The binding affinity (normalized) is 0. (6) The peptide sequence is EENLLDFVRF. The MHC is HLA-B08:01 with pseudo-sequence HLA-B08:01. The binding affinity (normalized) is 0.